Dataset: Experimentally validated miRNA-target interactions with 360,000+ pairs, plus equal number of negative samples. Task: Binary Classification. Given a miRNA mature sequence and a target amino acid sequence, predict their likelihood of interaction. The miRNA is mmu-miR-184-3p with sequence UGGACGGAGAACUGAUAAGGGU. The protein sequence of the target gene is MSFRAARLSMRNRRNDTLDSTRTLYSSASRSTDLSYSESDLVNFIQANFKKRECVFFTKDSKATENVCKCGYAQSQHMEGTQINQSEKWNYKKHTKEFPTDAFGDIQFETLGKKGKYIRLSCDTDAEILYELLTQHWHLKTPNLVISVTGGAKNFALKPRMRKIFSRLIYIAQSKGAWILTGGTHYGLMKYIGEVVRDNTISRSSEENIVAIGIAAWGMVSNRDTLIRNCDAEGYFLAQYLMDDFTRDPLYILDNNHTHLLLVDNGCHGHPTVEAKLRNQLEKYISERTIQDSNYGGKIP.... Result: 0 (no interaction).